From a dataset of Ames mutagenicity test results for genotoxicity prediction. Regression/Classification. Given a drug SMILES string, predict its toxicity properties. Task type varies by dataset: regression for continuous values (e.g., LD50, hERG inhibition percentage) or binary classification for toxic/non-toxic outcomes (e.g., AMES mutagenicity, cardiotoxicity, hepatotoxicity). Dataset: ames. (1) The compound is CC(C)c1cc(-c2ccccc2)ccc1N. The result is 1 (mutagenic). (2) The molecule is CN1[C@H]2C[C@@H](OC(=O)[C@@H](CO)c3ccccc3)C[C@@H]1[C@@H]1O[C@@H]12. The result is 0 (non-mutagenic). (3) The drug is Cn1c(N)nc2ccc(C#N)cc21. The result is 1 (mutagenic). (4) The compound is O=[N+]([O-])c1c(-c2ccc(Cl)cc2)nc2sccn12. The result is 1 (mutagenic). (5) The result is 0 (non-mutagenic). The compound is CCC(=O)OCC(=O)C1(OC(=O)CC)C(C)CC2C3C(Cl)CC4=CC(=O)C=CC4(C)C3C(O)CC21C. (6) The drug is CCCC(O)C(CC)CO. The result is 0 (non-mutagenic).